This data is from Full USPTO retrosynthesis dataset with 1.9M reactions from patents (1976-2016). The task is: Predict the reactants needed to synthesize the given product. (1) Given the product [S:12]1[CH:16]=[CH:15][CH:14]=[C:13]1[C:17]1[S:4][C:3]2[CH:5]=[CH:6][CH:7]=[CH:8][C:2]=2[C:1](=[O:10])[N:22]=1, predict the reactants needed to synthesize it. The reactants are: [C:1]([O:10]C)(=O)[C:2]1[C:3](=[CH:5][CH:6]=[CH:7][CH:8]=1)[SH:4].[S:12]1[CH:16]=[CH:15][CH:14]=[C:13]1[C:17](O)=O.C([N:22](CC)CC)C. (2) Given the product [CH3:1][O:2][C:3]1[C:4]([NH:14][C:15]([N:29]2[CH2:30][CH2:31][N:26]([C:21]3[N:20]=[CH:25][CH:24]=[CH:23][N:22]=3)[CH2:27][CH2:28]2)=[O:19])=[N:5][C:6]2[C:11]([N:12]=1)=[CH:10][C:9]([CH3:13])=[CH:8][CH:7]=2, predict the reactants needed to synthesize it. The reactants are: [CH3:1][O:2][C:3]1[C:4]([NH:14][C:15](=[O:19])OCC)=[N:5][C:6]2[C:11]([N:12]=1)=[CH:10][C:9]([CH3:13])=[CH:8][CH:7]=2.[N:20]1[CH:25]=[CH:24][CH:23]=[N:22][C:21]=1[N:26]1[CH2:31][CH2:30][NH:29][CH2:28][CH2:27]1.